Dataset: Forward reaction prediction with 1.9M reactions from USPTO patents (1976-2016). Task: Predict the product of the given reaction. (1) Given the reactants [C:1]([C:3]1[CH:8]=[CH:7][CH:6]=[CH:5][C:4]=1[CH2:9][C:10]([O:12][CH3:13])=[O:11])#[CH:2].CCN(CC)CC.Cl[C:22]1[C:27]([C:28]([F:31])([F:30])[F:29])=[CH:26][N:25]=[C:24]([NH:32][C:33]2[CH:53]=[CH:52][C:36]([C:37]([N:39]3[CH2:44][CH2:43][N:42]([C:45]([O:47][C:48]([CH3:51])([CH3:50])[CH3:49])=[O:46])[CH2:41][CH2:40]3)=[O:38])=[CH:35][CH:34]=2)[N:23]=1.C1C=CC(P(C2C=CC=CC=2)C2C=CC=CC=2)=CC=1, predict the reaction product. The product is: [CH3:13][O:12][C:10](=[O:11])[CH2:9][C:4]1[CH:5]=[CH:6][CH:7]=[CH:8][C:3]=1[C:1]#[C:2][C:26]1[C:27]([C:28]([F:30])([F:29])[F:31])=[CH:22][N:23]=[C:24]([NH:32][C:33]2[CH:34]=[CH:35][C:36]([C:37]([N:39]3[CH2:40][CH2:41][N:42]([C:45]([O:47][C:48]([CH3:49])([CH3:50])[CH3:51])=[O:46])[CH2:43][CH2:44]3)=[O:38])=[CH:52][CH:53]=2)[N:25]=1. (2) Given the reactants F[C:2]1[CH:9]=[CH:8][CH:7]=[CH:6][C:3]=1[C:4]#[N:5].[NH:10]1[CH2:15][CH2:14][O:13][CH2:12][CH2:11]1, predict the reaction product. The product is: [O:13]1[CH2:14][CH2:15][N:10]([C:2]2[CH:9]=[CH:8][CH:7]=[CH:6][C:3]=2[C:4]#[N:5])[CH2:11][CH2:12]1.